Task: Predict the reactants needed to synthesize the given product.. Dataset: Full USPTO retrosynthesis dataset with 1.9M reactions from patents (1976-2016) (1) Given the product [CH3:12][O:13][C:14]1[CH:19]=[CH:18][C:17]([NH:20][C:2]2[C:3]3[CH:11]=[CH:10][S:9][C:4]=3[N:5]=[C:6]([CH3:8])[N:7]=2)=[CH:16][CH:15]=1, predict the reactants needed to synthesize it. The reactants are: Cl[C:2]1[C:3]2[CH:11]=[CH:10][S:9][C:4]=2[N:5]=[C:6]([CH3:8])[N:7]=1.[CH3:12][O:13][C:14]1[CH:19]=[CH:18][C:17]([NH2:20])=[CH:16][CH:15]=1. (2) Given the product [ClH:28].[N+:10]([C:3]1[CH:4]=[C:5]([CH:8]=[CH:9][C:2]=1[O:1][CH2:27][CH2:26][N:20]1[CH2:25][CH2:24][CH2:23][CH2:22][CH2:21]1)[CH:6]=[O:7])([O-:12])=[O:11], predict the reactants needed to synthesize it. The reactants are: [OH:1][C:2]1[CH:9]=[CH:8][C:5]([CH:6]=[O:7])=[CH:4][C:3]=1[N+:10]([O-:12])=[O:11].C(=O)([O-])[O-].[K+].[K+].Cl.[N:20]1([CH2:26][CH2:27][Cl:28])[CH2:25][CH2:24][CH2:23][CH2:22][CH2:21]1.C(OCC)(=O)C.Cl.